From a dataset of Forward reaction prediction with 1.9M reactions from USPTO patents (1976-2016). Predict the product of the given reaction. (1) Given the reactants [N+:1]([C:4]1[CH:5]=[C:6]([CH:32]=[CH:33][CH:34]=1)[CH2:7][NH:8][C:9]1[CH:14]=[C:13]([NH:15][C:16]2[CH:21]=[CH:20][C:19]([N:22]3[CH2:27][CH2:26][NH:25][CH2:24][CH2:23]3)=[CH:18][CH:17]=2)[N:12]=[CH:11][C:10]=1[CH2:28][C:29]([NH2:31])=[O:30])([O-:3])=[O:2].Cl.Cl[CH2:37][CH2:38][N:39]([CH2:42][CH3:43])[CH2:40][CH3:41].C(=O)([O-])[O-].[K+].[K+].O, predict the reaction product. The product is: [CH2:38]([N:39]([CH2:42][CH3:43])[CH2:40][CH2:41][N:25]1[CH2:24][CH2:23][N:22]([C:19]2[CH:20]=[CH:21][C:16]([NH:15][C:13]3[N:12]=[CH:11][C:10]([CH2:28][C:29]([NH2:31])=[O:30])=[C:9]([NH:8][CH2:7][C:6]4[CH:32]=[CH:33][CH:34]=[C:4]([N+:1]([O-:3])=[O:2])[CH:5]=4)[CH:14]=3)=[CH:17][CH:18]=2)[CH2:27][CH2:26]1)[CH3:37]. (2) Given the reactants [CH3:1][S:2]([CH3:5])(=[O:4])=[O:3].[Li]CCCC.CN(P(N(C)C)(N(C)C)=O)C.[Br:22][C:23]1[CH:28]=[CH:27][C:26]([NH:29][C:30]2[C:31]([CH:40]=[O:41])=[CH:32][C:33]3[NH:37][CH:36]=[N:35][C:34]=3[C:38]=2[F:39])=[C:25]([Cl:42])[CH:24]=1, predict the reaction product. The product is: [Br:22][C:23]1[CH:28]=[CH:27][C:26]([NH:29][C:30]2[C:31]([C:40](=[O:41])[CH2:1][S:2]([CH3:5])(=[O:4])=[O:3])=[CH:32][C:33]3[NH:37][CH:36]=[N:35][C:34]=3[C:38]=2[F:39])=[C:25]([Cl:42])[CH:24]=1. (3) The product is: [F:1][C:2]1[CH:7]=[CH:6][C:5]([C@H:8]([NH:10][C@H:11]2[CH2:15][CH2:14][C@@H:13]([C:16]3[CH:21]=[CH:20][C:19]([N:32]4[CH2:37][CH2:36][CH:35]([NH2:38])[CH2:34][CH2:33]4)=[N:18][CH:17]=3)[CH2:12]2)[CH3:9])=[CH:4][C:3]=1[O:23][CH3:24]. Given the reactants [F:1][C:2]1[CH:7]=[CH:6][C:5]([C@H:8]([NH:10][C@H:11]2[CH2:15][CH2:14][C@@H:13]([C:16]3[CH:17]=[N:18][C:19](F)=[CH:20][CH:21]=3)[CH2:12]2)[CH3:9])=[CH:4][C:3]=1[O:23][CH3:24].C([N:32]1[CH2:37][CH2:36][CH:35]([NH2:38])[CH2:34][CH2:33]1)(OC(C)(C)C)=O, predict the reaction product. (4) Given the reactants [Cl:1][C:2]1[CH:3]=[C:4]2[C:8](=[CH:9][CH:10]=1)[NH:7][CH:6]=[CH:5]2.C([Mg]Br)C.[CH3:15][C:16]1([CH3:24])[C:18]([CH3:20])([CH3:19])[CH:17]1[C:21](Cl)=[O:22], predict the reaction product. The product is: [Cl:1][C:2]1[CH:3]=[C:4]2[C:8](=[CH:9][CH:10]=1)[NH:7][CH:6]=[C:5]2[C:21]([CH:17]1[C:18]([CH3:20])([CH3:19])[C:16]1([CH3:24])[CH3:15])=[O:22]. (5) Given the reactants C([O-])=O.[NH4+].[F:5][C:6]([F:28])([F:27])[CH:7]([NH:17][C:18]1[CH:23]=[CH:22][CH:21]=[C:20]([N+:24]([O-])=O)[CH:19]=1)[CH2:8][NH:9][C:10](=[O:16])[O:11][C:12]([CH3:15])([CH3:14])[CH3:13], predict the reaction product. The product is: [NH2:24][C:20]1[CH:19]=[C:18]([NH:17][CH:7]([C:6]([F:5])([F:27])[F:28])[CH2:8][NH:9][C:10](=[O:16])[O:11][C:12]([CH3:15])([CH3:13])[CH3:14])[CH:23]=[CH:22][CH:21]=1. (6) Given the reactants [Cl:1][C:2]1[CH:7]=[CH:6][CH:5]=[C:4]([N+:8]([O-:10])=[O:9])[C:3]=1[CH3:11].C1C(=O)N([Br:19])C(=O)C1.C(OOC(=O)C1C=CC=CC=1)(=O)C1C=CC=CC=1, predict the reaction product. The product is: [Br:19][CH2:11][C:3]1[C:4]([N+:8]([O-:10])=[O:9])=[CH:5][CH:6]=[CH:7][C:2]=1[Cl:1]. (7) Given the reactants [C:1]([C:4]1[CH:9]=[CH:8][CH:7]=[CH:6][N:5]=1)(=[O:3])[CH3:2].CO[CH:12](OC)[N:13]([CH3:15])[CH3:14], predict the reaction product. The product is: [N:5]1[CH:6]=[CH:7][CH:8]=[CH:9][C:4]=1[C:1](=[O:3])[CH:2]=[CH:12][N:13]([CH3:15])[CH3:14]. (8) Given the reactants [NH2:1][C:2]1[CH:7]=[CH:6][CH:5]=[CH:4][N:3]=1.[C:8]([N+:12]#[C-:13])([CH3:11])([CH3:10])[CH3:9].[S:14]1[CH:18]=[CH:17][CH:16]=[C:15]1[CH:19]=O.Cl(O)(=O)(=O)=O, predict the reaction product. The product is: [C:8]([NH:12][C:13]1[N:3]2[CH:4]=[CH:5][CH:6]=[CH:7][C:2]2=[N:1][C:19]=1[C:15]1[S:14][CH:18]=[CH:17][CH:16]=1)([CH3:11])([CH3:10])[CH3:9]. (9) Given the reactants [NH2:1][OH:2].O.[F:4][C:5]([F:18])([F:17])[O:6][C:7]1[CH:8]=[C:9]([S:13](Cl)(=[O:15])=[O:14])[CH:10]=[CH:11][CH:12]=1, predict the reaction product. The product is: [OH:2][NH:1][S:13]([C:9]1[CH:10]=[CH:11][CH:12]=[C:7]([O:6][C:5]([F:18])([F:17])[F:4])[CH:8]=1)(=[O:15])=[O:14]. (10) Given the reactants C([N-]C(C)C)(C)C.[Li+].[CH3:9][N:10]1[C:15](=[O:16])[C:14]2[CH:17]=[CH:18][S:19][C:13]=2[C:12]([CH2:20][CH:21]([CH3:23])[CH3:22])=[N:11]1.[CH:24](=[O:31])[C:25]1[CH:30]=[CH:29][CH:28]=[CH:27][CH:26]=1.Cl, predict the reaction product. The product is: [OH:31][CH:24]([C:18]1[S:19][C:13]2[C:12]([CH2:20][CH:21]([CH3:23])[CH3:22])=[N:11][N:10]([CH3:9])[C:15](=[O:16])[C:14]=2[CH:17]=1)[C:25]1[CH:30]=[CH:29][CH:28]=[CH:27][CH:26]=1.